From a dataset of Forward reaction prediction with 1.9M reactions from USPTO patents (1976-2016). Predict the product of the given reaction. (1) Given the reactants [CH:1]([C:4]1[CH:9]=[CH:8][C:7]([C:10]2[C:15]([CH:16]([CH2:21][CH2:22][CH3:23])[C:17]([O:19]C)=[O:18])=[C:14]([CH3:24])[N:13]=[C:12]([N:25]3[CH2:30][CH2:29][CH2:28][CH2:27][CH2:26]3)[N:11]=2)=[CH:6][CH:5]=1)([CH3:3])[CH3:2].[OH-].[Na+], predict the reaction product. The product is: [CH:1]([C:4]1[CH:9]=[CH:8][C:7]([C:10]2[C:15]([CH:16]([CH2:21][CH2:22][CH3:23])[C:17]([OH:19])=[O:18])=[C:14]([CH3:24])[N:13]=[C:12]([N:25]3[CH2:26][CH2:27][CH2:28][CH2:29][CH2:30]3)[N:11]=2)=[CH:6][CH:5]=1)([CH3:2])[CH3:3]. (2) Given the reactants [CH3:1][N:2]1[C:10]2[C:5](=[C:6]([CH3:11])[CH:7]=[CH:8][CH:9]=2)[C:4]([CH2:12][NH:13][CH3:14])=[CH:3]1.[NH2:15][C:16]1[N:21]=[CH:20][C:19](/[CH:22]=[CH:23]/[C:24]([OH:26])=O)=[CH:18][CH:17]=1.C1C=CC2N(O)N=NC=2C=1.O.C(Cl)CCl, predict the reaction product. The product is: [NH2:15][C:16]1[N:21]=[CH:20][C:19](/[CH:22]=[CH:23]/[C:24]([N:13]([CH2:12][C:4]2[C:5]3[C:10](=[CH:9][CH:8]=[CH:7][C:6]=3[CH3:11])[N:2]([CH3:1])[CH:3]=2)[CH3:14])=[O:26])=[CH:18][CH:17]=1. (3) Given the reactants [Cl:1][C:2]1[CH:25]=[CH:24][C:5]([CH2:6][N:7]2[C:15]3[C:10](=[CH:11][C:12](/[CH:16]=[C:17]4/[C:18](=[O:23])[NH:19][C:20](=[O:22])[S:21]/4)=[CH:13][CH:14]=3)[CH:9]=[N:8]2)=[C:4]([C:26]([F:29])([F:28])[F:27])[CH:3]=1.[S:30]1[C:34]([CH2:35]O)=[CH:33][N:32]=[CH:31]1, predict the reaction product. The product is: [Cl:1][C:2]1[CH:25]=[CH:24][C:5]([CH2:6][N:7]2[C:15]3[C:10](=[CH:11][C:12](/[CH:16]=[C:17]4/[C:18](=[O:23])[N:19]([CH2:35][C:34]5[S:30][CH:31]=[N:32][CH:33]=5)[C:20](=[O:22])[S:21]/4)=[CH:13][CH:14]=3)[CH:9]=[N:8]2)=[C:4]([C:26]([F:27])([F:29])[F:28])[CH:3]=1. (4) The product is: [CH3:1][O:2][C:3]1[CH:10]=[C:9]([O:11][CH3:12])[CH:8]=[CH:7][C:4]=1/[CH:5]=[CH:14]/[C:15]([OH:17])=[O:16]. Given the reactants [CH3:1][O:2][C:3]1[CH:10]=[C:9]([O:11][CH3:12])[CH:8]=[CH:7][C:4]=1[CH:5]=O.C(O)(=O)[CH2:14][C:15]([OH:17])=[O:16].N1CCCCC1.Cl, predict the reaction product. (5) Given the reactants [CH3:1][O:2][C:3]([C:5]1[N:6]([C:16]2[CH:21]=[C:20](Cl)[CH:19]=[CH:18][C:17]=2[N+:23]([O-:25])=[O:24])[CH:7]=[C:8]([C:10]2[CH:15]=[CH:14][CH:13]=[CH:12][CH:11]=2)[CH:9]=1)=[O:4].[N:26]1([CH2:32][CH2:33][CH2:34][NH2:35])[CH2:31][CH2:30][O:29][CH2:28][CH2:27]1.CCN(C(C)C)C(C)C, predict the reaction product. The product is: [CH3:1][O:2][C:3]([C:5]1[N:6]([C:16]2[CH:21]=[C:20]([NH:35][CH2:34][CH2:33][CH2:32][N:26]3[CH2:31][CH2:30][O:29][CH2:28][CH2:27]3)[CH:19]=[CH:18][C:17]=2[N+:23]([O-:25])=[O:24])[CH:7]=[C:8]([C:10]2[CH:15]=[CH:14][CH:13]=[CH:12][CH:11]=2)[CH:9]=1)=[O:4]. (6) Given the reactants [CH3:1][C:2]1[CH:7]=[CH:6][C:5]([CH2:8][C:9]([OH:11])=O)=[CH:4][CH:3]=1.S(Cl)(Cl)=O.[CH3:16][O:17][C:18]1[CH:19]=[C:20]([CH2:26][CH2:27][NH2:28])[CH:21]=[CH:22][C:23]=1[O:24][CH3:25].C(N(C(C)C)CC)(C)C, predict the reaction product. The product is: [CH3:16][O:17][C:18]1[CH:19]=[C:20]([CH2:26][CH2:27][NH:28][C:9](=[O:11])[CH2:8][C:5]2[CH:4]=[CH:3][C:2]([CH3:1])=[CH:7][CH:6]=2)[CH:21]=[CH:22][C:23]=1[O:24][CH3:25]. (7) Given the reactants [CH3:1][O:2][C:3](=[O:29])/[CH:4]=[CH:5]/[C:6]1[CH:7]=[C:8]2[C:25](=[CH:26][CH:27]=1)[O:24][C:11]1([CH2:16][CH2:15][CH2:14][N:13](C(OC(C)(C)C)=O)[CH2:12]1)[CH2:10][C:9]2=[O:28].[ClH:30], predict the reaction product. The product is: [ClH:30].[CH3:1][O:2][C:3](=[O:29])/[CH:4]=[CH:5]/[C:6]1[CH:7]=[C:8]2[C:25](=[CH:26][CH:27]=1)[O:24][C:11]1([CH2:16][CH2:15][CH2:14][NH:13][CH2:12]1)[CH2:10][C:9]2=[O:28].